Dataset: Forward reaction prediction with 1.9M reactions from USPTO patents (1976-2016). Task: Predict the product of the given reaction. (1) Given the reactants [CH3:1][S:2][C:3]1[CH:8]=[CH:7][CH:6]=[CH:5][C:4]=1[O:9][C:10]([F:13])([F:12])[F:11].ClC1C=C(C=CC=1)C(OO)=[O:19].[OH-:25].[Na+], predict the reaction product. The product is: [CH3:1][S:2]([C:3]1[CH:8]=[CH:7][CH:6]=[CH:5][C:4]=1[O:9][C:10]([F:11])([F:12])[F:13])(=[O:19])=[O:25]. (2) Given the reactants [Cl:1][C:2]1[CH:3]=[C:4]([O:30][CH3:31])[C:5]([O:28][CH3:29])=[C:6]([CH:8]([NH:10][C:11]2[CH:16]=[C:15]([N:17]3[CH2:22][CH2:21][N:20]([CH3:23])[CH2:19][CH2:18]3)[CH:14]=[CH:13][C:12]=2[S:24]([CH3:27])(=[O:26])=[O:25])[CH3:9])[CH:7]=1.Cl, predict the reaction product. The product is: [ClH:1].[Cl:1][C:2]1[CH:3]=[C:4]([O:30][CH3:31])[C:5]([O:28][CH3:29])=[C:6]([CH:8]([NH:10][C:11]2[CH:16]=[C:15]([N:17]3[CH2:18][CH2:19][N:20]([CH3:23])[CH2:21][CH2:22]3)[CH:14]=[CH:13][C:12]=2[S:24]([CH3:27])(=[O:25])=[O:26])[CH3:9])[CH:7]=1. (3) Given the reactants [Cl:1][C:2]1[CH:3]=[C:4]([C@:9]2([C:16]([F:19])([F:18])[F:17])[CH2:13][C:12](=[O:14])[NH:11][C:10]2=[O:15])[CH:5]=[C:6]([Cl:8])[CH:7]=1.[C:20](=O)([O-])[O-].[K+].[K+].IC.O, predict the reaction product. The product is: [Cl:8][C:6]1[CH:5]=[C:4]([C@:9]2([C:16]([F:18])([F:19])[F:17])[CH2:13][C:12](=[O:14])[N:11]([CH3:20])[C:10]2=[O:15])[CH:3]=[C:2]([Cl:1])[CH:7]=1. (4) Given the reactants Cl.Cl[CH2:3][CH2:4][N:5]1[CH2:10][CH2:9][O:8][CH2:7][CH2:6]1.C([O-])([O-])=O.[K+].[K+].[N:17]1[C:26]2[C:21](=[CH:22][CH:23]=[C:24]([O:27][C:28]3[N:33]=[CH:32][N:31]=[C:30]([C:34]4[CH:39]=[CH:38][C:37]([C:40]([F:43])([F:42])[F:41])=[CH:36][C:35]=4[OH:44])[CH:29]=3)[CH:25]=2)[CH:20]=[CH:19][CH:18]=1.[H-].[Na+], predict the reaction product. The product is: [N:5]1([CH2:4][CH2:3][O:44][C:35]2[CH:36]=[C:37]([C:40]([F:42])([F:43])[F:41])[CH:38]=[CH:39][C:34]=2[C:30]2[N:31]=[CH:32][N:33]=[C:28]([O:27][C:24]3[CH:25]=[C:26]4[C:21]([CH:20]=[CH:19][CH:18]=[N:17]4)=[CH:22][CH:23]=3)[CH:29]=2)[CH2:10][CH2:9][O:8][CH2:7][CH2:6]1. (5) The product is: [C:12]([O:11][C:9]([N:5]1[CH2:6][CH2:7][CH2:8][C@@:4]1([CH3:16])[C:3]([OH:17])=[O:2])=[O:10])([CH3:15])([CH3:13])[CH3:14]. Given the reactants C[O:2][C:3](=[O:17])[C@:4]1([CH3:16])[CH2:8][CH2:7][CH2:6][N:5]1[C:9]([O:11][C:12]([CH3:15])([CH3:14])[CH3:13])=[O:10].[OH-].[Na+], predict the reaction product.